This data is from Full USPTO retrosynthesis dataset with 1.9M reactions from patents (1976-2016). The task is: Predict the reactants needed to synthesize the given product. Given the product [CH2:21]([O:28][C:29]1[CH:48]=[CH:47][C:46]([CH:49]2[CH2:54][CH2:53][N:52]([CH3:1])[CH2:51][CH2:50]2)=[CH:45][C:30]=1[C:31]([NH:33][C:34]1[CH:43]=[C:42]([Br:44])[CH:41]=[CH:40][C:35]=1[C:36]([O:38][CH3:39])=[O:37])=[O:32])[C:22]1[CH:23]=[CH:24][CH:25]=[CH:26][CH:27]=1, predict the reactants needed to synthesize it. The reactants are: [C:1](O)(=O)C.C=O.C(O[BH-](OC(=O)C)OC(=O)C)(=O)C.[Na+].[CH2:21]([O:28][C:29]1[CH:48]=[CH:47][C:46]([CH:49]2[CH2:54][CH2:53][NH:52][CH2:51][CH2:50]2)=[CH:45][C:30]=1[C:31]([NH:33][C:34]1[CH:43]=[C:42]([Br:44])[CH:41]=[CH:40][C:35]=1[C:36]([O:38][CH3:39])=[O:37])=[O:32])[C:22]1[CH:27]=[CH:26][CH:25]=[CH:24][CH:23]=1.